From a dataset of Peptide-MHC class II binding affinity with 134,281 pairs from IEDB. Regression. Given a peptide amino acid sequence and an MHC pseudo amino acid sequence, predict their binding affinity value. This is MHC class II binding data. (1) The peptide sequence is TSGSPIVNRNGEVIG. The MHC is HLA-DQA10303-DQB10402 with pseudo-sequence HLA-DQA10303-DQB10402. The binding affinity (normalized) is 0. (2) The peptide sequence is IQSIPFVHLGHRDNI. The MHC is DRB1_1201 with pseudo-sequence DRB1_1201. The binding affinity (normalized) is 0.475. (3) The peptide sequence is TGGNSPVQEFTVPRT. The MHC is HLA-DQA10101-DQB10501 with pseudo-sequence HLA-DQA10101-DQB10501. The binding affinity (normalized) is 0.376. (4) The peptide sequence is EKKYFAATRFEPLAA. The MHC is HLA-DQA10401-DQB10402 with pseudo-sequence HLA-DQA10401-DQB10402. The binding affinity (normalized) is 0.427. (5) The peptide sequence is HSLLDEGKQSLTKLA. The MHC is DRB1_0405 with pseudo-sequence DRB1_0405. The binding affinity (normalized) is 0.185. (6) The peptide sequence is CELQIVDKIDAAFKI. The MHC is DRB4_0101 with pseudo-sequence DRB4_0103. The binding affinity (normalized) is 0.402. (7) The peptide sequence is DKVYEILKINSVKYY. The MHC is DRB1_1302 with pseudo-sequence DRB1_1302. The binding affinity (normalized) is 0.950. (8) The peptide sequence is APPPQLPRPPATPPP. The MHC is HLA-DPA10201-DPB10501 with pseudo-sequence HLA-DPA10201-DPB10501. The binding affinity (normalized) is 0.0432. (9) The peptide sequence is AAATAGTTVYGAFAW. The MHC is HLA-DQA10102-DQB10602 with pseudo-sequence HLA-DQA10102-DQB10602. The binding affinity (normalized) is 0.646. (10) The peptide sequence is TKQQVFIQSEDPPVL. The MHC is HLA-DQA10501-DQB10301 with pseudo-sequence HLA-DQA10501-DQB10301. The binding affinity (normalized) is 0.